From a dataset of Catalyst prediction with 721,799 reactions and 888 catalyst types from USPTO. Predict which catalyst facilitates the given reaction. Reactant: [CH:1]1([O:6][C:7](=[O:48])[C@@H:8]([NH:40]C(OC(C)(C)C)=O)[CH2:9][CH2:10][O:11][C:12]2[CH:13]=[C:14]3[C:19](=[CH:20][C:21]=2[O:22][CH3:23])[N:18]=[CH:17][CH:16]=[C:15]3[O:24][C:25]2[CH:30]=[CH:29][C:28]([NH:31][C:32](=[O:39])[C:33]3[CH:38]=[CH:37][CH:36]=[CH:35][CH:34]=3)=[CH:27][CH:26]=2)[CH2:5][CH2:4][CH2:3][CH2:2]1. Product: [CH:1]1([O:6][C:7](=[O:48])[C@@H:8]([NH2:40])[CH2:9][CH2:10][O:11][C:12]2[CH:13]=[C:14]3[C:19](=[CH:20][C:21]=2[O:22][CH3:23])[N:18]=[CH:17][CH:16]=[C:15]3[O:24][C:25]2[CH:26]=[CH:27][C:28]([NH:31][C:32](=[O:39])[C:33]3[CH:34]=[CH:35][CH:36]=[CH:37][CH:38]=3)=[CH:29][CH:30]=2)[CH2:2][CH2:3][CH2:4][CH2:5]1. The catalyst class is: 137.